This data is from Forward reaction prediction with 1.9M reactions from USPTO patents (1976-2016). The task is: Predict the product of the given reaction. (1) Given the reactants ClC1C=CC(C(O)=O)=CC=1[N+]([O-])=O.[CH3:14][C:15]1([CH3:23])[CH2:20][CH:19]([CH3:21])[CH2:18][CH:17]([NH2:22])[CH2:16]1.[Cl:24][C:25]1[CH:62]=[CH:61][C:28]([C:29]2[C:34]([C:35]3[CH:44]=[CH:43][C:42]4[C:37](=[CH:38][CH:39]=[C:40]([C:45]5N(CC)[C:48]6[CH:52]=[CH:53][C:54]([C:56]([OH:58])=[O:57])=[CH:55][C:47]=6[N:46]=5)[CH:41]=4)[N:36]=3)=[CH:33][C:32]([O:59][CH3:60])=[CH:31][CH:30]=2)=[CH:27][CH:26]=1, predict the reaction product. The product is: [Cl:24][C:25]1[CH:26]=[CH:27][C:28]([C:29]2[C:34]([C:35]3[CH:44]=[CH:43][C:42]4[C:37](=[CH:38][CH:39]=[C:40]([C:45]5[N:22]([CH:17]6[CH2:18][CH:19]([CH3:21])[CH2:20][C:15]([CH3:23])([CH3:14])[CH2:16]6)[C:48]6[CH:52]=[CH:53][C:54]([C:56]([OH:58])=[O:57])=[CH:55][C:47]=6[N:46]=5)[CH:41]=4)[N:36]=3)=[CH:33][C:32]([O:59][CH3:60])=[CH:31][CH:30]=2)=[CH:61][CH:62]=1. (2) Given the reactants [F:1][C:2]1[CH:3]=[C:4]([C:9]2[N:14]=[N:13][C:12]([NH2:15])=[CH:11][CH:10]=2)[CH:5]=[C:6]([F:8])[CH:7]=1.[CH3:16][C:17]([O:20][C:21](O[C:21]([O:20][C:17]([CH3:19])([CH3:18])[CH3:16])=[O:22])=[O:22])([CH3:19])[CH3:18], predict the reaction product. The product is: [F:1][C:2]1[CH:3]=[C:4]([C:9]2[N:14]=[N:13][C:12]([NH:15][C:21](=[O:22])[O:20][C:17]([CH3:19])([CH3:18])[CH3:16])=[CH:11][CH:10]=2)[CH:5]=[C:6]([F:8])[CH:7]=1. (3) Given the reactants Br[C:2]1[N:6]2[C:7](=[O:20])[CH:8]=[C:9]([CH2:11][O:12][C:13]3[CH:18]=[CH:17][C:16]([F:19])=[CH:15][CH:14]=3)[N:10]=[C:5]2[S:4][C:3]=1[CH3:21].C(=O)([O-])[O-].[Na+].[Na+].[OH:28][CH2:29][C@H:30]1[CH2:32][C@H:31]1[B-](F)(F)F.[K+].C(#N)C, predict the reaction product. The product is: [F:19][C:16]1[CH:17]=[CH:18][C:13]([O:12][CH2:11][C:9]2[N:10]=[C:5]3[S:4][C:3]([CH3:21])=[C:2]([CH:31]4[CH2:32][CH:30]4[CH2:29][OH:28])[N:6]3[C:7](=[O:20])[CH:8]=2)=[CH:14][CH:15]=1. (4) Given the reactants CN(C)/[CH:3]=[CH:4]/[C:5]([C:7]1[C:12](=[O:13])[CH:11]=[CH:10][N:9]([C:14]2[CH:19]=[CH:18][C:17]([S:20]([C:23]([F:26])([F:25])[F:24])(=[O:22])=[O:21])=[CH:16][CH:15]=2)[N:8]=1)=O.[N:28]1[C:37]2[C:32](=[CH:33][CH:34]=[CH:35][CH:36]=2)[C:31]([NH:38][NH2:39])=[CH:30][CH:29]=1, predict the reaction product. The product is: [N:28]1[C:37]2[C:32](=[CH:33][CH:34]=[CH:35][CH:36]=2)[C:31]([N:38]2[C:5]([C:7]3[C:12](=[O:13])[CH:11]=[CH:10][N:9]([C:14]4[CH:19]=[CH:18][C:17]([S:20]([C:23]([F:24])([F:25])[F:26])(=[O:21])=[O:22])=[CH:16][CH:15]=4)[N:8]=3)=[CH:4][CH:3]=[N:39]2)=[CH:30][CH:29]=1.